The task is: Predict the product of the given reaction.. This data is from Forward reaction prediction with 1.9M reactions from USPTO patents (1976-2016). (1) Given the reactants [CH3:1][C@H:2]1[NH:7][C@@H:6]([CH3:8])[CH2:5][N:4]([CH2:9][C:10]([NH:12][C:13]2[CH:18]=[CH:17][CH:16]=[C:15]([O:19][CH3:20])[C:14]=2[CH3:21])=[O:11])[CH2:3]1.[CH3:22][S:23]([C:26]1[CH:31]=[CH:30][CH:29]=[CH:28][C:27]=1[S:32](Cl)(=[O:34])=[O:33])(=[O:25])=[O:24], predict the reaction product. The product is: [CH3:22][S:23]([C:26]1[CH:31]=[CH:30][CH:29]=[CH:28][C:27]=1[S:32]([N:7]1[C@@H:6]([CH3:8])[CH2:5][N:4]([CH2:9][C:10]([NH:12][C:13]2[CH:18]=[CH:17][CH:16]=[C:15]([O:19][CH3:20])[C:14]=2[CH3:21])=[O:11])[CH2:3][C@H:2]1[CH3:1])(=[O:34])=[O:33])(=[O:25])=[O:24]. (2) Given the reactants C([O-])([O-])=O.[K+].[K+].C([N:10]1[C:18]2[CH:17]=[CH:16][C:15]([Br:19])=[C:14]([C:20]#[N:21])[C:13]=2[CH:12]=[N:11]1)(=O)C.CO, predict the reaction product. The product is: [Br:19][C:15]1[CH:16]=[CH:17][C:18]2[NH:10][N:11]=[CH:12][C:13]=2[C:14]=1[C:20]#[N:21].